From a dataset of Reaction yield outcomes from USPTO patents with 853,638 reactions. Predict the reaction yield, written as a fraction of the theoretical maximum amount of product (1.0 means a 100% yield; for example, 0.34 means a 34% yield). The reactants are N[C@H:2]1[CH2:7][CH2:6][C@H:5]([NH:8][C:9](=[O:15])[O:10][C:11]([CH3:14])([CH3:13])[CH3:12])[CH2:4][CH2:3]1.C=O.[C:18]([BH3-])#[N:19].[Na+].[C:22](O)(=O)C. The catalyst is CO. The product is [CH3:22][N:19]([CH3:18])[C@H:2]1[CH2:7][CH2:6][C@H:5]([NH:8][C:9](=[O:15])[O:10][C:11]([CH3:14])([CH3:13])[CH3:12])[CH2:4][CH2:3]1. The yield is 0.950.